Dataset: Full USPTO retrosynthesis dataset with 1.9M reactions from patents (1976-2016). Task: Predict the reactants needed to synthesize the given product. (1) Given the product [NH2:42][C:11](=[O:12])[C@@H:2]([NH:1][C:14]([O:16][C:17]([CH3:20])([CH3:19])[CH3:18])=[O:15])[CH2:3][C:4]([O:5][C:6]([CH3:9])([CH3:8])[CH3:7])=[O:10], predict the reactants needed to synthesize it. The reactants are: [NH:1]([C:14]([O:16][C:17]([CH3:20])([CH3:19])[CH3:18])=[O:15])[C@H:2]([C:11](O)=[O:12])[CH2:3][C:4](=[O:10])[O:5][C:6]([CH3:9])([CH3:8])[CH3:7].CC(OC(OC(OC(C)(C)C)=O)=O)(C)C.C(=O)(O)[O-].[NH4+].C[N:42](C)C=O. (2) Given the product [N:1]1([S:11]([C:14]2[CH:15]=[CH:16][C:17]([C:18]([NH:33][C:31]3[S:32][C:28]4[CH:27]=[CH:26][CH:25]=[C:24]([CH3:23])[C:29]=4[N:30]=3)=[O:20])=[CH:21][CH:22]=2)(=[O:12])=[O:13])[C:10]2[C:5](=[CH:6][CH:7]=[CH:8][CH:9]=2)[CH2:4][CH2:3][CH2:2]1, predict the reactants needed to synthesize it. The reactants are: [N:1]1([S:11]([C:14]2[CH:22]=[CH:21][C:17]([C:18]([OH:20])=O)=[CH:16][CH:15]=2)(=[O:13])=[O:12])[C:10]2[C:5](=[CH:6][CH:7]=[CH:8][CH:9]=2)[CH2:4][CH2:3][CH2:2]1.[CH3:23][C:24]1[C:29]2[N:30]=[C:31]([NH2:33])[S:32][C:28]=2[CH:27]=[CH:26][CH:25]=1. (3) Given the product [C:16]1([N:22]2[CH:3]=[C:2]([CH2:1][O:4][C:5]3[CH:14]=[C:13]4[C:8]([CH:9]=[CH:10][C:11](=[S:15])[O:12]4)=[CH:7][CH:6]=3)[N:24]=[N:23]2)[CH:21]=[CH:20][CH:19]=[CH:18][CH:17]=1, predict the reactants needed to synthesize it. The reactants are: [CH2:1]([O:4][C:5]1[CH:14]=[C:13]2[C:8]([CH:9]=[CH:10][C:11](=[S:15])[O:12]2)=[CH:7][CH:6]=1)[C:2]#[CH:3].[C:16]1([N:22]=[N+:23]=[N-:24])[CH:21]=[CH:20][CH:19]=[CH:18][CH:17]=1. (4) Given the product [Br:1][C:7]1[C:8]2[C:13](=[CH:12][CH:11]=[CH:10][CH:9]=2)[C:4]([OH:3])=[C:5]([C:14]([OH:16])=[O:15])[CH:6]=1, predict the reactants needed to synthesize it. The reactants are: [Br:1]Br.[OH:3][C:4]1[C:13]2[C:8](=[CH:9][CH:10]=[CH:11][CH:12]=2)[CH:7]=[CH:6][C:5]=1[C:14]([OH:16])=[O:15]. (5) Given the product [CH3:1][N:2]1[C:7](=[O:8])[C:6]2=[CH:9][N:10]([CH2:19][C:20]3[CH:25]=[CH:24][C:23]([O:26][CH3:27])=[CH:22][CH:21]=3)[CH:11]=[C:5]2[N:4]2[C@H:12]3[CH2:17][CH2:16][CH2:15][C@H:13]3[N:14]=[C:3]12, predict the reactants needed to synthesize it. The reactants are: [CH3:1][N:2]1[C:7](=[O:8])[C:6]2=[CH:9][NH:10][CH:11]=[C:5]2[N:4]2[C@H:12]3[CH2:17][CH2:16][CH2:15][C@H:13]3[N:14]=[C:3]12.Cl[CH2:19][C:20]1[CH:25]=[CH:24][C:23]([O:26][CH3:27])=[CH:22][CH:21]=1.C(=O)([O-])[O-].[Cs+].[Cs+]. (6) Given the product [CH3:15][O:16][C:17]1[CH:18]=[CH:19][C:20]([N:23]2[CH2:28][CH2:27][N:26]([C:2]3[CH:3]=[C:4]([CH3:14])[C:5]4[O:9][C:8]([CH3:11])([CH3:10])[CH2:7][C:6]=4[C:12]=3[CH3:13])[CH2:25][CH2:24]2)=[CH:21][CH:22]=1, predict the reactants needed to synthesize it. The reactants are: Br[C:2]1[CH:3]=[C:4]([CH3:14])[C:5]2[O:9][C:8]([CH3:11])([CH3:10])[CH2:7][C:6]=2[C:12]=1[CH3:13].[CH3:15][O:16][C:17]1[CH:22]=[CH:21][C:20]([N:23]2[CH2:28][CH2:27][NH:26][CH2:25][CH2:24]2)=[CH:19][CH:18]=1.